From a dataset of Forward reaction prediction with 1.9M reactions from USPTO patents (1976-2016). Predict the product of the given reaction. (1) Given the reactants [NH2:1][C:2]1[N:7]=[C:6]([CH2:8][N:9]2[C:13]([CH3:15])([CH3:14])[C:12](=[O:16])[N:11]([C:17]3[CH:22]=[CH:21][C:20]([S:23][C:24]([F:27])([F:26])[F:25])=[CH:19][CH:18]=3)[C:10]2=[O:28])[CH:5]=[CH:4][N:3]=1.Br[C:30]1[CH:31]=[N:32][CH:33]=[N:34][CH:35]=1.CC1(C)C2C=CC=C(P(C3C=CC=CC=3)C3C=CC=CC=3)C=2OC2C1=CC=CC=2P(C1C=CC=CC=1)C1C=CC=CC=1.C(=O)([O-])[O-].[Cs+].[Cs+], predict the reaction product. The product is: [CH3:14][C:13]1([CH3:15])[N:9]([CH2:8][C:6]2[CH:5]=[CH:4][N:3]=[C:2]([NH:1][C:30]3[CH:31]=[N:32][CH:33]=[N:34][CH:35]=3)[N:7]=2)[C:10](=[O:28])[N:11]([C:17]2[CH:22]=[CH:21][C:20]([S:23][C:24]([F:27])([F:26])[F:25])=[CH:19][CH:18]=2)[C:12]1=[O:16]. (2) Given the reactants [Br:1]P(Br)(C1C=CC=CC=1)(C1C=CC=CC=1)C1C=CC=CC=1.CN(C)C(=O)C.Br.[NH2:29][C:30]1[N:39]=[C:38]([NH2:40])[C:37]2[C:32](=[N:33][CH:34]=[C:35]([CH2:41]O)[N:36]=2)[N:31]=1.C1C=CC=CC=1, predict the reaction product. The product is: [Br:1][CH2:41][C:35]1[N:36]=[C:37]2[C:32](=[N:33][CH:34]=1)[N:31]=[C:30]([NH2:29])[N:39]=[C:38]2[NH2:40]. (3) Given the reactants [CH2:1]([NH2:4])[CH2:2][CH3:3].Cl[S:6]([C:9]1[CH:14]=[CH:13][C:12]([CH2:15][C:16]([OH:18])=[O:17])=[CH:11][CH:10]=1)(=[O:8])=[O:7], predict the reaction product. The product is: [CH2:1]([NH:4][S:6]([C:9]1[CH:10]=[CH:11][C:12]([CH2:15][C:16]([OH:18])=[O:17])=[CH:13][CH:14]=1)(=[O:8])=[O:7])[CH2:2][CH3:3]. (4) Given the reactants [C:1]1([C:7]2[CH:8]=[CH:9][C:10]3[S:14][N:13]=[C:12]([NH:15][CH2:16][CH2:17][CH2:18][NH2:19])[C:11]=3[CH:20]=2)[CH:6]=[CH:5][CH:4]=[CH:3][CH:2]=1.C(N(CC)CC)C.[CH2:28]([O:32][C:33]1[CH:41]=[CH:40][C:36]([C:37](Cl)=[O:38])=[CH:35][CH:34]=1)[CH2:29][CH2:30][CH3:31], predict the reaction product. The product is: [CH2:28]([O:32][C:33]1[CH:34]=[CH:35][C:36]([C:37]([NH:19][CH2:18][CH2:17][CH2:16][NH:15][C:12]2[C:11]3[CH:20]=[C:7]([C:1]4[CH:2]=[CH:3][CH:4]=[CH:5][CH:6]=4)[CH:8]=[CH:9][C:10]=3[S:14][N:13]=2)=[O:38])=[CH:40][CH:41]=1)[CH2:29][CH2:30][CH3:31]. (5) Given the reactants [CH:1]1(Cl)[CH2:5][CH2:4][CH2:3][CH2:2]1.[O:7]=[CH:8][C:9]1[CH:17]=[CH:16][C:13]([O:14][CH3:15])=[C:11]([OH:12])[CH:10]=1.C(=O)([O-])[O-].[K+].[K+], predict the reaction product. The product is: [CH:1]1([O:12][C:11]2[CH:10]=[C:9]([CH:17]=[CH:16][C:13]=2[O:14][CH3:15])[CH:8]=[O:7])[CH2:5][CH2:4][CH2:3][CH2:2]1. (6) The product is: [ClH:40].[NH2:26][C:24]1[CH:23]=[CH:22][C:20]2[NH:21][C:16]([C:7]3[C:6](=[O:36])[C@@:5]([CH2:4][CH2:3][C:2]([CH3:1])([CH3:38])[CH3:39])([CH3:37])[C:14]4[C:9]([C:8]=3[OH:15])=[CH:10][CH:11]=[CH:12][CH:13]=4)=[N:17][S:18](=[O:35])(=[O:34])[C:19]=2[CH:25]=1. Given the reactants [CH3:1][C:2]([CH3:39])([CH3:38])[CH2:3][CH2:4][C@:5]1([CH3:37])[C:14]2[C:9](=[CH:10][CH:11]=[CH:12][CH:13]=2)[C:8]([OH:15])=[C:7]([C:16]2[NH:21][C:20]3[CH:22]=[CH:23][C:24]([NH:26]C(=O)OC(C)(C)C)=[CH:25][C:19]=3[S:18](=[O:35])(=[O:34])[N:17]=2)[C:6]1=[O:36].[ClH:40], predict the reaction product. (7) Given the reactants [NH:1]1[C:9]2[C:4](=[CH:5][C:6]([C:10]([OH:12])=[O:11])=[CH:7][CH:8]=2)[CH:3]=[CH:2]1.N12CCCN=C1CCCC[CH2:14]2.IC, predict the reaction product. The product is: [NH:1]1[C:9]2[C:4](=[CH:5][C:6]([C:10]([O:12][CH3:14])=[O:11])=[CH:7][CH:8]=2)[CH:3]=[CH:2]1. (8) Given the reactants C[O:2][C:3]1[CH:11]=[CH:10][C:9]([O:12][C:13]([F:16])([F:15])[F:14])=[CH:8][C:4]=1[C:5]([OH:7])=[O:6], predict the reaction product. The product is: [F:14][C:13]([F:15])([F:16])[O:12][C:9]1[CH:8]=[C:4]([C:5]([OH:7])=[O:6])[C:3]([OH:2])=[CH:11][CH:10]=1.